From a dataset of Forward reaction prediction with 1.9M reactions from USPTO patents (1976-2016). Predict the product of the given reaction. (1) Given the reactants [F:1][C:2]1[C:7]([CH3:8])=[CH:6][CH:5]=[C:4]([F:9])[C:3]=1[CH2:10][C:11]#[N:12].[CH2:13](N)[CH2:14][NH2:15], predict the reaction product. The product is: [F:1][C:2]1[C:7]([CH3:8])=[CH:6][CH:5]=[C:4]([F:9])[C:3]=1[CH2:10][C:11]1[NH:15][CH2:14][CH2:13][N:12]=1. (2) Given the reactants [CH2:1]([C:8]1[NH:9][C:10]([C:13]2[CH:18]=[CH:17][CH:16]=[CH:15][CH:14]=2)=[CH:11][CH:12]=1)[C:2]1[CH:7]=[CH:6][CH:5]=[CH:4][CH:3]=1.[H-].[Na+].Br[CH2:22][C:23]([O:25][CH3:26])=[O:24], predict the reaction product. The product is: [CH2:1]([C:8]1[N:9]([CH2:22][C:23]([O:25][CH3:26])=[O:24])[C:10]([C:13]2[CH:18]=[CH:17][CH:16]=[CH:15][CH:14]=2)=[CH:11][CH:12]=1)[C:2]1[CH:3]=[CH:4][CH:5]=[CH:6][CH:7]=1. (3) Given the reactants [CH3:1][O:2][C:3]1[CH:4]=[C:5]2[C:10](=[CH:11][C:12]=1[O:13][CH3:14])[N:9]=[CH:8][CH:7]=[C:6]2[O:15][C:16]1[CH:22]=[CH:21][C:19]([NH2:20])=[CH:18][CH:17]=1.C1(C)C=CC=CC=1.C(N(CC)CC)C.Cl[C:38](Cl)([O:40]C(=O)OC(Cl)(Cl)Cl)Cl.[CH2:49]([O:51][C:52]1[CH:60]=[CH:59][CH:58]=[CH:57][C:53]=1[CH:54]([OH:56])[CH3:55])[CH3:50], predict the reaction product. The product is: [CH3:1][O:2][C:3]1[CH:4]=[C:5]2[C:10](=[CH:11][C:12]=1[O:13][CH3:14])[N:9]=[CH:8][CH:7]=[C:6]2[O:15][C:16]1[CH:22]=[CH:21][C:19]([NH:20][C:38](=[O:40])[O:56][CH:54]([C:53]2[CH:57]=[CH:58][CH:59]=[CH:60][C:52]=2[O:51][CH2:49][CH3:50])[CH3:55])=[CH:18][CH:17]=1. (4) Given the reactants [H-].[Na+].[C:3]([O:10][CH2:11][CH3:12])(=[O:9])[C:4]([O:6]CC)=O.[C:13]([O:18][CH2:19][CH3:20])(=[O:17])[CH2:14][CH2:15][CH3:16].O, predict the reaction product. The product is: [CH2:19]([O:18][C:13](=[O:17])[CH:14]([CH2:15][CH3:16])[C:4](=[O:6])[C:3]([O:10][CH2:11][CH3:12])=[O:9])[CH3:20]. (5) Given the reactants C[Si]([C:5]#[C:6][C:7]1[CH:12]=[CH:11][C:10]([S:13]([NH2:16])(=[O:15])=[O:14])=[CH:9][CH:8]=1)(C)C.CCCC[N+](CCCC)(CCCC)CCCC.[F-].CCOC(C)=O.Cl, predict the reaction product. The product is: [C:6]([C:7]1[CH:8]=[CH:9][C:10]([S:13]([NH2:16])(=[O:14])=[O:15])=[CH:11][CH:12]=1)#[CH:5]. (6) The product is: [CH3:19][C:14]1([CH3:20])[C:15]([CH3:18])([CH3:17])[O:16][B:12]([C:2]2[CH:3]=[C:4]([CH2:8][CH2:9][C:10]#[N:11])[CH:5]=[CH:6][CH:7]=2)[O:13]1. Given the reactants Br[C:2]1[CH:3]=[C:4]([CH2:8][CH2:9][C:10]#[N:11])[CH:5]=[CH:6][CH:7]=1.[B:12]1([B:12]2[O:16][C:15]([CH3:18])([CH3:17])[C:14]([CH3:20])([CH3:19])[O:13]2)[O:16][C:15]([CH3:18])([CH3:17])[C:14]([CH3:20])([CH3:19])[O:13]1.C([O-])(=O)C.[K+], predict the reaction product. (7) Given the reactants [Br:1][C:2]1[C:3]([O:19][CH3:20])=[C:4]([NH:12][C:13](=[O:18])[C:14]([CH3:17])([CH3:16])[CH3:15])[C:5]([C:10]#[N:11])=[C:6]([CH3:9])[C:7]=1I.[N+:21]([C:24]1[CH:25]=[C:26](B(O)O)[CH:27]=[CH:28][CH:29]=1)([O-:23])=[O:22].P([O-])([O-])([O-])=O.[K+].[K+].[K+], predict the reaction product. The product is: [Br:1][C:2]1[C:3]([O:19][CH3:20])=[C:4]([NH:12][C:13](=[O:18])[C:14]([CH3:17])([CH3:16])[CH3:15])[C:5]([C:10]#[N:11])=[C:6]([CH3:9])[C:7]=1[C:28]1[CH:27]=[CH:26][CH:25]=[C:24]([N+:21]([O-:23])=[O:22])[CH:29]=1.